Dataset: Catalyst prediction with 721,799 reactions and 888 catalyst types from USPTO. Task: Predict which catalyst facilitates the given reaction. (1) Reactant: [CH3:1][C:2]([CH3:15])([CH3:14])[CH2:3][S:4][CH2:5][C:6]1[N:11]=[CH:10][C:9]([C:12]#[N:13])=[CH:8][CH:7]=1.N. Product: [NH2:13][CH2:12][C:9]1[CH:10]=[N:11][C:6]([CH2:5][S:4][CH2:3][C:2]([CH3:15])([CH3:14])[CH3:1])=[CH:7][CH:8]=1. The catalyst class is: 470. (2) Reactant: Cl.[F:2][C:3]1([F:9])[CH2:8][CH2:7][CH2:6][NH:5][CH2:4]1.C1COCC1.C(N(C(C)C)CC)(C)C.Br[CH2:25][C:26]1[S:41][C:29]2[N:30]=[C:31]([C:35]3[O:36][C:37]([Cl:40])=[CH:38][CH:39]=3)[N:32]=[C:33]([NH2:34])[C:28]=2[CH:27]=1. Product: [Cl:40][C:37]1[O:36][C:35]([C:31]2[N:32]=[C:33]([NH2:34])[C:28]3[CH:27]=[C:26]([CH2:25][N:5]4[CH2:6][CH2:7][CH2:8][C:3]([F:9])([F:2])[CH2:4]4)[S:41][C:29]=3[N:30]=2)=[CH:39][CH:38]=1. The catalyst class is: 25.